Dataset: Human liver microsome stability data. Task: Regression/Classification. Given a drug SMILES string, predict its absorption, distribution, metabolism, or excretion properties. Task type varies by dataset: regression for continuous measurements (e.g., permeability, clearance, half-life) or binary classification for categorical outcomes (e.g., BBB penetration, CYP inhibition). Dataset: hlm. (1) The compound is CC(C)c1nc2c(C(F)(F)F)cccc2n1-c1cccc(Oc2cccc(S(C)(=O)=O)c2)c1. The result is 1 (stable in human liver microsomes). (2) The molecule is CSc1nc2ccccn2c(=N)c1S(=O)(=O)c1ccc(OC(F)(F)F)cc1. The result is 1 (stable in human liver microsomes). (3) The drug is Nc1ncnc2c1c(Oc1cc(C(F)(F)F)ccn1)nn2C1CCCCC1. The result is 0 (unstable in human liver microsomes).